This data is from Catalyst prediction with 721,799 reactions and 888 catalyst types from USPTO. The task is: Predict which catalyst facilitates the given reaction. Reactant: [H-].[H-].[H-].[H-].[Li+].[Al+3].[C:7]([O:11][C:12](=[O:31])[NH:13][C:14]1[S:15][C:16]([C:20]2[CH:25]=[CH:24][N:23]=[C:22]([C:26]([C:29]#[N:30])([CH3:28])[CH3:27])[CH:21]=2)=[C:17]([CH3:19])[N:18]=1)([CH3:10])([CH3:9])[CH3:8]. Product: [C:7]([O:11][C:12](=[O:31])[NH:13][C:14]1[S:15][C:16]([C:20]2[CH:25]=[CH:24][N:23]=[C:22]([C:26]([CH3:28])([CH3:27])[CH2:29][NH2:30])[CH:21]=2)=[C:17]([CH3:19])[N:18]=1)([CH3:8])([CH3:10])[CH3:9]. The catalyst class is: 1.